Dataset: Reaction yield outcomes from USPTO patents with 853,638 reactions. Task: Predict the reaction yield, written as a fraction of the theoretical maximum amount of product (1.0 means a 100% yield; for example, 0.34 means a 34% yield). (1) The reactants are [Cl:1][C:2]1[CH:7]=[CH:6][CH:5]=[C:4]([CH3:8])[C:3]=1[NH:9][C:10](=[O:16])/[CH:11]=[CH:12]/OCC.C1C(=O)N(Br)C(=O)C1.[Cl:25][C:26]1[N:31]=[C:30]([CH3:32])[N:29]=[C:28]([NH:33][C:34]([NH2:36])=[S:35])[CH:27]=1. The catalyst is C1COCC1.O. The product is [Cl:25][C:26]1[N:31]=[C:30]([CH3:32])[N:29]=[C:28]([NH:33][C:34]2[S:35][C:11]([C:10]([NH:9][C:3]3[C:4]([CH3:8])=[CH:5][CH:6]=[CH:7][C:2]=3[Cl:1])=[O:16])=[CH:12][N:36]=2)[CH:27]=1. The yield is 0.710. (2) The catalyst is C1COCC1. The yield is 0.770. The product is [CH2:1]([O:8][C@@H:9]1[CH2:31][CH:30]2[C@:25]([CH3:39])([CH2:26][CH2:27][C@H:28]([O:32][CH:33]3[CH2:38][CH2:37][CH2:36][CH2:35][O:34]3)[CH2:29]2)[C@@H:24]2[C@@H:10]1[C@H:11]1[C@:21]([CH3:40])([CH2:22][CH2:23]2)[C@@H:14]([C@H:15]([CH3:20])[CH2:16][CH2:17][CH:18]([OH:19])[CH:41]([CH3:43])[CH3:42])[CH2:13][CH2:12]1)[C:2]1[CH:3]=[CH:4][CH:5]=[CH:6][CH:7]=1. The reactants are [CH2:1]([O:8][C@@H:9]1[CH2:31][C@@H:30]2[C@:25]([CH3:39])([CH2:26][CH2:27][C@H:28]([O:32][CH:33]3[CH2:38][CH2:37][CH2:36][CH2:35][O:34]3)[CH2:29]2)[C@@H:24]2[C@@H:10]1[C@H:11]1[C@:21]([CH3:40])([CH2:22][CH2:23]2)[C@@H:14]([C@H:15]([CH3:20])[CH2:16][CH2:17][CH:18]=[O:19])[CH2:13][CH2:12]1)[C:2]1[CH:7]=[CH:6][CH:5]=[CH:4][CH:3]=1.[CH:41]([Mg]Cl)([CH3:43])[CH3:42].[NH4+].[Cl-]. (3) The reactants are [CH3:1][O:2][C:3](=[O:17])[CH2:4][C:5]1[CH:14]=[C:13]([OH:15])[C:12]2[C:7](=[CH:8][CH:9]=[C:10]([F:16])[CH:11]=2)[CH:6]=1.[F:18][C:19]([F:32])([F:31])[S:20](O[S:20]([C:19]([F:32])([F:31])[F:18])(=[O:22])=[O:21])(=[O:22])=[O:21].N1C=CC=CC=1. The catalyst is ClCCl. The product is [CH3:1][O:2][C:3](=[O:17])[CH2:4][C:5]1[CH:14]=[C:13]([O:15][S:20]([C:19]([F:32])([F:31])[F:18])(=[O:22])=[O:21])[C:12]2[C:7](=[CH:8][CH:9]=[C:10]([F:16])[CH:11]=2)[CH:6]=1. The yield is 0.820. (4) The reactants are [CH2:1]([O:3]CC)C.Br[C:7]1[CH:8]=[CH:9][C:10]([O:13][C:14]2[CH:19]=[CH:18][CH:17]=[C:16]([F:20])[CH:15]=2)=[N:11][CH:12]=1.C([Li])CCC.CN(C)C=O. The catalyst is O. The product is [F:20][C:16]1[CH:15]=[C:14]([CH:19]=[CH:18][CH:17]=1)[O:13][C:10]1[N:11]=[CH:12][C:7]([CH:1]=[O:3])=[CH:8][CH:9]=1. The yield is 0.520. (5) The reactants are C([BH3-])#N.[Na+].C(#N)C.[C:8]([C:10]1[CH:26]=[CH:25][C:13]([C:14]([C:16]2[N:24]3[C:19]([CH:20]=[CH:21][CH:22]=[CH:23]3)=[CH:18][CH:17]=2)=O)=[CH:12][CH:11]=1)#[N:9].C(OCC)(=O)C. The catalyst is CCCCCC. The product is [C:8]([C:10]1[CH:11]=[CH:12][C:13]([CH2:14][C:16]2[N:24]3[C:19]([CH:20]=[CH:21][CH:22]=[CH:23]3)=[CH:18][CH:17]=2)=[CH:25][CH:26]=1)#[N:9]. The yield is 0.560. (6) The reactants are [C:1]([C:5]1[CH:6]=[C:7]2[C:11](=[CH:12][C:13]=1[N+:14]([O-])=O)[NH:10][CH:9]=[CH:8]2)([CH3:4])([CH3:3])[CH3:2]. The catalyst is [Ni].CO. The product is [C:1]([C:5]1[CH:6]=[C:7]2[C:11](=[CH:12][C:13]=1[NH2:14])[NH:10][CH:9]=[CH:8]2)([CH3:4])([CH3:2])[CH3:3]. The yield is 0.870. (7) The reactants are [O:1]1[C:5]2([CH2:10][CH2:9][N:8]([C:11]([O:13][C:14]([CH3:17])([CH3:16])[CH3:15])=[O:12])[CH2:7][CH2:6]2)[CH2:4]OS1(=O)=O.CCCC[N+](CCCC)(CCCC)CCCC.[F-:37]. The catalyst is C1COCC1. The product is [F:37][CH2:4][C:5]1([OH:1])[CH2:10][CH2:9][N:8]([C:11]([O:13][C:14]([CH3:17])([CH3:16])[CH3:15])=[O:12])[CH2:7][CH2:6]1. The yield is 0.880.